This data is from Peptide-MHC class I binding affinity with 185,985 pairs from IEDB/IMGT. The task is: Regression. Given a peptide amino acid sequence and an MHC pseudo amino acid sequence, predict their binding affinity value. This is MHC class I binding data. (1) The binding affinity (normalized) is 0.704. The peptide sequence is MEVQLVRQM. The MHC is HLA-B44:03 with pseudo-sequence HLA-B44:03. (2) The peptide sequence is TVGYMYIMK. The MHC is HLA-B07:02 with pseudo-sequence HLA-B07:02. The binding affinity (normalized) is 0.0847. (3) The peptide sequence is RLRDAVAQL. The MHC is HLA-B15:01 with pseudo-sequence HLA-B15:01. The binding affinity (normalized) is 0.680. (4) The peptide sequence is EMKYALINL. The MHC is HLA-A68:02 with pseudo-sequence HLA-A68:02. The binding affinity (normalized) is 0.278. (5) The peptide sequence is YFDDVTAFL. The MHC is HLA-A02:01 with pseudo-sequence HLA-A02:01. The binding affinity (normalized) is 0.851. (6) The peptide sequence is GFIRSLQTI. The MHC is H-2-Kd with pseudo-sequence H-2-Kd. The binding affinity (normalized) is 0.968.